From a dataset of Full USPTO retrosynthesis dataset with 1.9M reactions from patents (1976-2016). Predict the reactants needed to synthesize the given product. (1) Given the product [Cl:1][C:2]1[CH:7]=[CH:6][C:5]([C@@H:8]([CH3:9])[C:11]([C:22]([O:24][CH2:25][CH3:26])=[O:23])([C:12]([O:14][CH2:15][CH3:16])=[O:13])[C:17]([O:19][CH2:20][CH3:21])=[O:18])=[CH:4][CH:3]=1, predict the reactants needed to synthesize it. The reactants are: [Cl:1][C:2]1[CH:7]=[CH:6][C:5]([C@@H:8](O)[CH3:9])=[CH:4][CH:3]=1.[CH:11]([C:22]([O:24][CH2:25][CH3:26])=[O:23])([C:17]([O:19][CH2:20][CH3:21])=[O:18])[C:12]([O:14][CH2:15][CH3:16])=[O:13].CP(C)C.C1COCC1.CC(OC(/N=N/C(OC(C)C)=O)=O)C. (2) Given the product [CH2:3]([O:7][C:9]1[CH:14]=[C:13]([O:15][CH2:16][C:17]([C:23]([F:24])([F:25])[F:26])([C:19]([F:22])([F:21])[F:20])[CH3:18])[N:12]=[CH:11][N:10]=1)[C:4]#[C:5][CH3:6], predict the reactants needed to synthesize it. The reactants are: [H-].[Na+].[CH2:3]([OH:7])[C:4]#[C:5][CH3:6].Cl[C:9]1[CH:14]=[C:13]([O:15][CH2:16][C:17]([C:23]([F:26])([F:25])[F:24])([C:19]([F:22])([F:21])[F:20])[CH3:18])[N:12]=[CH:11][N:10]=1.[Cl-].[NH4+]. (3) Given the product [ClH:4].[C:1]([N:27]1[CH2:26][CH2:25][C:24]2[CH:30]=[CH:31][C:21]([C:19](=[O:20])[CH2:18][CH2:17][CH2:16][CH2:15][N:14]([CH2:13][CH2:12][C:7]3[CH:8]=[CH:9][CH:10]=[CH:11][C:6]=3[Cl:5])[CH3:32])=[CH:22][C:23]=2[CH2:29][CH2:28]1)(=[O:3])[CH3:2], predict the reactants needed to synthesize it. The reactants are: [C:1]([Cl:4])(=[O:3])[CH3:2].[Cl:5][C:6]1[CH:11]=[CH:10][CH:9]=[CH:8][C:7]=1[CH2:12][CH2:13][N:14]([CH3:32])[CH2:15][CH2:16][CH2:17][CH2:18][C:19]([C:21]1[CH:31]=[CH:30][C:24]2[CH2:25][CH2:26][NH:27][CH2:28][CH2:29][C:23]=2[CH:22]=1)=[O:20].C(N(CC)CC)C.O. (4) Given the product [CH2:12]([O:11][C:3](=[O:10])[CH:4]([CH2:15][C:16]1[C:17]([F:28])=[CH:18][CH:19]=[C:20]2[C:25]=1[N:24]=[C:23]([O:26][CH3:27])[CH:22]=[CH:21]2)[C:5]([O:7][CH2:8][CH3:9])=[O:6])[CH3:13], predict the reactants needed to synthesize it. The reactants are: [H-].[Na+].[C:3]([O:11][CH2:12][CH3:13])(=[O:10])[CH2:4][C:5]([O:7][CH2:8][CH3:9])=[O:6].Br[CH2:15][C:16]1[C:17]([F:28])=[CH:18][CH:19]=[C:20]2[C:25]=1[N:24]=[C:23]([O:26][CH3:27])[CH:22]=[CH:21]2. (5) The reactants are: [CH2:1]([C:3]1[S:4][C:5]([C:15]2[CH:20]=[CH:19][N:18]=[C:17](F)[CH:16]=2)=[C:6]([C:8]2[CH:13]=[CH:12][CH:11]=[C:10]([CH3:14])[CH:9]=2)[N:7]=1)[CH3:2].[CH:22]1([NH2:27])[CH2:26][CH2:25][CH2:24][CH2:23]1.C(=O)([O-])O.[Na+]. Given the product [CH:22]1([NH:27][C:17]2[CH:16]=[C:15]([C:5]3[S:4][C:3]([CH2:1][CH3:2])=[N:7][C:6]=3[C:8]3[CH:13]=[CH:12][CH:11]=[C:10]([CH3:14])[CH:9]=3)[CH:20]=[CH:19][N:18]=2)[CH2:26][CH2:25][CH2:24][CH2:23]1, predict the reactants needed to synthesize it. (6) Given the product [N+:16]([C:7]1[CH:6]=[C:5]2[O:1][C:2](=[O:10])[NH:3][C:4]2=[N:9][CH:8]=1)([O-:18])=[O:17], predict the reactants needed to synthesize it. The reactants are: [O:1]1[C:5]2[CH:6]=[CH:7][CH:8]=[N:9][C:4]=2[NH:3][C:2]1=[O:10].S(=O)(=O)(O)O.[N+:16]([O-])([OH:18])=[O:17]. (7) The reactants are: [C:1]1([CH2:11][C:12]([NH2:14])=[O:13])[C:10]2[C:5](=[CH:6][CH:7]=[CH:8][CH:9]=2)[CH:4]=[CH:3][CH:2]=1.I[C:16]1[CH:20]=[CH:19][S:18][CH:17]=1.N[C@@H]1CCCC[C@H]1N.C(=O)([O-])[O-].[K+].[K+]. Given the product [C:1]1([CH2:11][C:12]([NH:14][C:16]2[CH:20]=[CH:19][S:18][CH:17]=2)=[O:13])[C:10]2[C:5](=[CH:6][CH:7]=[CH:8][CH:9]=2)[CH:4]=[CH:3][CH:2]=1, predict the reactants needed to synthesize it. (8) Given the product [OH:8][C:9]1[CH:10]=[C:11]([NH:21][C:22]2[N:27]=[C:26]3[NH:28][N:29]=[CH:30][C:25]3=[C:24]([C:37]3[CH:38]=[C:39]([NH:43][C:44](=[O:47])[CH:45]=[CH2:46])[CH:40]=[CH:41][CH:42]=3)[N:23]=2)[CH:12]=[CH:13][C:14]=1[N:15]1[CH2:20][CH2:19][O:18][CH2:17][CH2:16]1, predict the reactants needed to synthesize it. The reactants are: FC(F)(F)C(O)=O.[OH:8][C:9]1[CH:10]=[C:11]([NH:21][C:22]2[N:27]=[C:26]3[N:28](C4CCCCO4)[N:29]=[CH:30][C:25]3=[C:24]([C:37]3[CH:38]=[C:39]([NH:43][C:44](=[O:47])[CH:45]=[CH2:46])[CH:40]=[CH:41][CH:42]=3)[N:23]=2)[CH:12]=[CH:13][C:14]=1[N:15]1[CH2:20][CH2:19][O:18][CH2:17][CH2:16]1.